From a dataset of Peptide-MHC class II binding affinity with 134,281 pairs from IEDB. Regression. Given a peptide amino acid sequence and an MHC pseudo amino acid sequence, predict their binding affinity value. This is MHC class II binding data. (1) The peptide sequence is IFAIFRQDSSSTGWN. The MHC is DRB1_1501 with pseudo-sequence DRB1_1501. The binding affinity (normalized) is 0.508. (2) The peptide sequence is MLRKKQITVLDLHPGAGK. The MHC is DRB1_0404 with pseudo-sequence DRB1_0404. The binding affinity (normalized) is 0.103. (3) The peptide sequence is GGSILKISNKYHTKG. The MHC is DRB1_1001 with pseudo-sequence DRB1_1001. The binding affinity (normalized) is 0.448. (4) The binding affinity (normalized) is 0.0897. The MHC is HLA-DPA10201-DPB11401 with pseudo-sequence HLA-DPA10201-DPB11401. The peptide sequence is ADNSLDYAANFSHML. (5) The peptide sequence is GELQIVDKVDAAFKI. The MHC is DRB1_1302 with pseudo-sequence DRB1_1302. The binding affinity (normalized) is 0.741. (6) The peptide sequence is SMPFGKTPVLEIDGK. The MHC is DRB1_0901 with pseudo-sequence DRB1_0901. The binding affinity (normalized) is 0.0405. (7) The peptide sequence is FDLRAQGINLIIHYV. The MHC is HLA-DQA10501-DQB10301 with pseudo-sequence HLA-DQA10501-DQB10301. The binding affinity (normalized) is 0.339. (8) The MHC is HLA-DQA10103-DQB10603 with pseudo-sequence HLA-DQA10103-DQB10603. The binding affinity (normalized) is 0.310. The peptide sequence is KKKCDTLLCDIGESSSS.